From a dataset of Forward reaction prediction with 1.9M reactions from USPTO patents (1976-2016). Predict the product of the given reaction. (1) Given the reactants ClC(Cl)(Cl)CC(=N)O[CH:6]([C:8]1[CH:9]=[N:10][C:11]([C:14]2[O:18][N:17]=[C:16]([C:19]3[N:24]=[C:23]([NH2:25])[N:22]=[C:21]([N:26]([CH3:33])[C:27]4[CH:32]=[CH:31][CH:30]=[CH:29][CH:28]=4)[N:20]=3)[N:15]=2)=[CH:12][CH:13]=1)[CH3:7].[F:37][C:38]([F:42])([F:41])[CH2:39][OH:40].C(Cl)Cl.C(=O)(O)[O-].[Na+], predict the reaction product. The product is: [CH3:33][N:26]([C:27]1[CH:32]=[CH:31][CH:30]=[CH:29][CH:28]=1)[C:21]1[N:22]=[C:23]([NH2:25])[N:24]=[C:19]([C:16]2[N:15]=[C:14]([C:11]3[CH:12]=[CH:13][C:8]([CH:6]([O:40][CH2:39][C:38]([F:42])([F:41])[F:37])[CH3:7])=[CH:9][N:10]=3)[O:18][N:17]=2)[N:20]=1. (2) Given the reactants [F:1][C:2]1([F:21])[CH2:5][N:4]([C:6]2[C:7]([O:15][CH2:16][C:17]([F:20])([F:19])[F:18])=[CH:8][C:9]([C:12]([OH:14])=O)=[N:10][CH:11]=2)[CH2:3]1.[NH2:22][C:23]([CH:29]1[CH2:31][CH2:30]1)([CH3:28])[CH2:24][C:25]([NH2:27])=[O:26], predict the reaction product. The product is: [NH2:27][C:25](=[O:26])[CH2:24][C:23]([NH:22][C:12]([C:9]1[CH:8]=[C:7]([O:15][CH2:16][C:17]([F:20])([F:19])[F:18])[C:6]([N:4]2[CH2:5][C:2]([F:21])([F:1])[CH2:3]2)=[CH:11][N:10]=1)=[O:14])([CH:29]1[CH2:31][CH2:30]1)[CH3:28].